Regression. Given a peptide amino acid sequence and an MHC pseudo amino acid sequence, predict their binding affinity value. This is MHC class II binding data. From a dataset of Peptide-MHC class II binding affinity with 134,281 pairs from IEDB. (1) The peptide sequence is LLKLTVAVGLHFHEM. The MHC is HLA-DQA10303-DQB10402 with pseudo-sequence HLA-DQA10303-DQB10402. The binding affinity (normalized) is 0. (2) The peptide sequence is EKKYFAATYFEPLAA. The MHC is HLA-DPA10103-DPB10601 with pseudo-sequence HLA-DPA10103-DPB10601. The binding affinity (normalized) is 1.00. (3) The peptide sequence is KEVEEAWASACGGTG. The MHC is HLA-DPA10301-DPB10402 with pseudo-sequence HLA-DPA10301-DPB10402. The binding affinity (normalized) is 0. (4) The peptide sequence is SQEYSGSVANSANVY. The MHC is H-2-IAb with pseudo-sequence H-2-IAb. The binding affinity (normalized) is 0.676. (5) The peptide sequence is GELQIVAKIDAAFKI. The MHC is DRB3_0101 with pseudo-sequence DRB3_0101. The binding affinity (normalized) is 0.651. (6) The peptide sequence is AQAAVVRFQEAANKQ. The MHC is HLA-DPA10201-DPB10101 with pseudo-sequence HLA-DPA10201-DPB10101. The binding affinity (normalized) is 0.0583. (7) The peptide sequence is EKKYTAATQFEPLAA. The MHC is HLA-DPA10201-DPB10101 with pseudo-sequence HLA-DPA10201-DPB10101. The binding affinity (normalized) is 0.691. (8) The peptide sequence is NKGILVTVNPIASTN. The MHC is DRB1_0401 with pseudo-sequence DRB1_0401. The binding affinity (normalized) is 0.661. (9) The peptide sequence is KYYLRLWAPELAKSQ. The binding affinity (normalized) is 0.579. The MHC is HLA-DQA10101-DQB10501 with pseudo-sequence HLA-DQA10101-DQB10501. (10) The peptide sequence is FKAAVAAAASVPAAD. The MHC is HLA-DQA10101-DQB10501 with pseudo-sequence HLA-DQA10101-DQB10501. The binding affinity (normalized) is 0.0147.